From a dataset of Catalyst prediction with 721,799 reactions and 888 catalyst types from USPTO. Predict which catalyst facilitates the given reaction. (1) Reactant: [H-].[Al+3].[Li+].[H-].[H-].[H-].[CH2:7]([C:10]([CH2:21]/[CH:22]=[CH:23]/[CH3:24])([C:16](OCC)=[O:17])[C:11](OCC)=[O:12])[CH:8]=[CH2:9].[Cl-].[NH4+].[OH-].[Na+]. Product: [CH2:7]([C:10]([CH2:21]/[CH:22]=[CH:23]/[CH3:24])([CH2:11][OH:12])[CH2:16][OH:17])[CH:8]=[CH2:9]. The catalyst class is: 28. (2) Reactant: [C:1]([O:5][C:6]([N:8]1[CH2:15][C@@H:14]([F:16])[CH2:13][C@H:9]1[C:10](O)=[O:11])=[O:7])([CH3:4])([CH3:3])[CH3:2].[N:17]1C=CC=CC=1.C(=O)(O)[O-].[NH4+]. Product: [C:1]([O:5][C:6]([N:8]1[CH2:15][C@@H:14]([F:16])[CH2:13][C@H:9]1[C:10]([NH2:17])=[O:11])=[O:7])([CH3:4])([CH3:3])[CH3:2]. The catalyst class is: 4.